Dataset: Forward reaction prediction with 1.9M reactions from USPTO patents (1976-2016). Task: Predict the product of the given reaction. (1) Given the reactants [NH2:1][C:2]([NH2:4])=[O:3].C([CH:7](Br)[C:8](=O)[C:9]([O-:11])=[O:10])C.[CH2:14](O)[CH3:15], predict the reaction product. The product is: [NH2:1][C:2]1[O:3][CH:7]=[C:8]([C:9]([O:11][CH2:14][CH3:15])=[O:10])[N:4]=1. (2) Given the reactants [N:1]1[CH:6]=[CH:5][CH:4]=[CH:3][C:2]=1[C:7](=[N:19][NH:20][C:21](=[O:33])[CH2:22][CH:23]([CH2:26][C:27]1[CH:32]=[CH:31][CH:30]=[CH:29][CH:28]=1)[CH2:24]Br)[CH2:8][C:9]1[C:18]2[C:13](=[CH:14][CH:15]=[CH:16][CH:17]=2)[N:12]=[CH:11][CH:10]=1.[H-].[Na+].[Cl-].[NH4+], predict the reaction product. The product is: [CH2:26]([CH:23]1[CH2:24][N:20]([N:19]=[C:7]([C:2]2[CH:3]=[CH:4][CH:5]=[CH:6][N:1]=2)[CH2:8][C:9]2[C:18]3[C:13](=[CH:14][CH:15]=[CH:16][CH:17]=3)[N:12]=[CH:11][CH:10]=2)[C:21](=[O:33])[CH2:22]1)[C:27]1[CH:32]=[CH:31][CH:30]=[CH:29][CH:28]=1. (3) Given the reactants C1C2C(=CC=CC=2)CC1C(O)=O.[CH3:13][C@@H:14]1[NH:19][CH2:18][CH2:17][N:16]([C:20]2[CH:25]=[CH:24][C:23]([O:26][C:27]([F:30])([F:29])[F:28])=[CH:22][CH:21]=2)[CH2:15]1.C[O:32][C:33]([CH:35]1[CH2:43][C:42]2[C:37](=[CH:38][CH:39]=[CH:40][C:41]=2[S:44](Cl)(=[O:46])=[O:45])[CH2:36]1)=[O:34], predict the reaction product. The product is: [CH3:13][C@H:14]1[CH2:15][N:16]([C:20]2[CH:21]=[CH:22][C:23]([O:26][C:27]([F:30])([F:28])[F:29])=[CH:24][CH:25]=2)[CH2:17][CH2:18][N:19]1[S:44]([C:41]1[CH:40]=[CH:39][CH:38]=[C:37]2[C:42]=1[CH2:43][CH:35]([C:33]([OH:34])=[O:32])[CH2:36]2)(=[O:46])=[O:45]. (4) Given the reactants Br[C:2]1[CH:35]=[CH:34][C:5]([CH2:6][O:7][C:8]2[CH:13]=[CH:12][CH:11]=[CH:10][C:9]=2[C:14]2[N:19]=[C:18]([N:20]3[C:24]([C:25]([F:28])([F:27])[F:26])=[C:23]([C:29]([O:31][CH2:32][CH3:33])=[O:30])[CH:22]=[N:21]3)[CH:17]=[CH:16][CH:15]=2)=[CH:4][CH:3]=1.[F:36][C:37]([F:48])([F:47])[C:38]1[CH:43]=[CH:42][C:41](B(O)O)=[CH:40][CH:39]=1.C(=O)([O-])[O-].[Na+].[Na+], predict the reaction product. The product is: [F:26][C:25]([F:28])([F:27])[C:24]1[N:20]([C:18]2[CH:17]=[CH:16][CH:15]=[C:14]([C:9]3[CH:10]=[CH:11][CH:12]=[CH:13][C:8]=3[O:7][CH2:6][C:5]3[CH:34]=[CH:35][C:2]([C:41]4[CH:42]=[CH:43][C:38]([C:37]([F:48])([F:47])[F:36])=[CH:39][CH:40]=4)=[CH:3][CH:4]=3)[N:19]=2)[N:21]=[CH:22][C:23]=1[C:29]([O:31][CH2:32][CH3:33])=[O:30]. (5) Given the reactants [F:1][C:2]([F:23])([F:22])[C:3]1[CH:8]=[CH:7][C:6]([C:9]2[N:10]=[C:11]([CH2:14][CH2:15][CH2:16][O:17]S(C)(=O)=O)[S:12][CH:13]=2)=[CH:5][CH:4]=1.[CH3:24][O:25][C:26](=[O:40])[C:27]([O:30][C:31]1[CH:36]=[CH:35][C:34](O)=[C:33]([CH3:38])[C:32]=1[CH3:39])([CH3:29])[CH3:28].C(=O)([O-])[O-].[Cs+].[Cs+], predict the reaction product. The product is: [CH3:24][O:25][C:26](=[O:40])[C:27]([O:30][C:31]1[CH:36]=[CH:35][C:34]([O:17][CH2:16][CH2:15][CH2:14][C:11]2[S:12][CH:13]=[C:9]([C:6]3[CH:7]=[CH:8][C:3]([C:2]([F:23])([F:22])[F:1])=[CH:4][CH:5]=3)[N:10]=2)=[C:33]([CH3:38])[C:32]=1[CH3:39])([CH3:29])[CH3:28]. (6) Given the reactants [CH2:1]([N:8]([C:21]1[C:26]([Cl:27])=[CH:25][C:24]([C:28]([F:31])([F:30])[F:29])=[CH:23][N:22]=1)[S:9]([C:12]1[CH:20]=[CH:19][C:15]([C:16](O)=[O:17])=[CH:14][CH:13]=1)(=[O:11])=[O:10])[C:2]1[CH:7]=[CH:6][CH:5]=[CH:4][CH:3]=1.[Cl-].[NH4+:33], predict the reaction product. The product is: [CH2:1]([N:8]([C:21]1[C:26]([Cl:27])=[CH:25][C:24]([C:28]([F:29])([F:31])[F:30])=[CH:23][N:22]=1)[S:9]([C:12]1[CH:20]=[CH:19][C:15]([C:16]([NH2:33])=[O:17])=[CH:14][CH:13]=1)(=[O:11])=[O:10])[C:2]1[CH:7]=[CH:6][CH:5]=[CH:4][CH:3]=1. (7) Given the reactants N1(CC2N3C=C(C)C=CC3=NC=2C2C=CC(C)=CC=2)C=CN=C1.Cl.Cl[CH2:26][C:27]1[N:31]2[CH:32]=[CH:33][CH:34]=[CH:35][C:30]2=[N:29][C:28]=1[C:36]1[CH:41]=[CH:40][C:39]([Cl:42])=[CH:38][CH:37]=1.[CH3:43][NH:44][C:45]([C:47]1[NH:51][C:50]2[CH:52]=[CH:53][CH:54]=[CH:55][C:49]=2[N:48]=1)=[O:46], predict the reaction product. The product is: [Cl:42][C:39]1[CH:40]=[CH:41][C:36]([C:28]2[N:29]=[C:30]3[CH:35]=[CH:34][CH:33]=[CH:32][N:31]3[C:27]=2[CH2:26][N:48]2[C:49]3[CH:55]=[CH:54][CH:53]=[CH:52][C:50]=3[N:51]=[C:47]2[C:45]([NH:44][CH3:43])=[O:46])=[CH:37][CH:38]=1.